Dataset: Forward reaction prediction with 1.9M reactions from USPTO patents (1976-2016). Task: Predict the product of the given reaction. (1) Given the reactants N1C=CN=C1.C1(P(C2C=CC=CC=2)C2C=CC=CC=2)C=CC=CC=1.[I:25]I.[C:27]([O:31][C:32](=[O:65])[N:33]([C:41]1[C:42]([CH3:64])([CH3:63])[S:43](=[O:62])(=[O:61])[CH2:44][C@:45]([C:48]2[CH:53]=[C:52]([N+:54]([O-:56])=[O:55])[CH:51]=[CH:50][C:49]=2[CH2:57][CH2:58][CH2:59]O)([CH3:47])[N:46]=1)[C:34]([O:36]C(C)(C)C)=[O:35])([CH3:30])([CH3:29])[CH3:28], predict the reaction product. The product is: [C:27]([O:31][C:32](=[O:65])[NH:33][C:41]1[C:42]([CH3:64])([CH3:63])[S:43](=[O:62])(=[O:61])[CH2:44][C@:45]([C:48]2[CH:53]=[C:52]([N+:54]([O-:56])=[O:55])[CH:51]=[CH:50][C:49]=2[CH2:57][CH2:58][CH2:59][I:25])([CH3:47])[N:46]=1)([CH3:30])([CH3:29])[CH3:28].[C:27]([O:31][C:32]([NH:33][C:34](=[O:35])[O-:36])=[O:65])([CH3:30])([CH3:28])[CH3:29]. (2) Given the reactants [OH:1][C:2]1[CH:10]=[CH:9][CH:8]=[CH:7][C:3]=1[C:4]([NH2:6])=[O:5].[CH3:11][CH:12]1OC(C)OC(C)O1, predict the reaction product. The product is: [CH3:11][CH:12]1[NH:6][C:4](=[O:5])[C:3]2[CH:7]=[CH:8][CH:9]=[CH:10][C:2]=2[O:1]1. (3) Given the reactants F[C:2]1[CH:7]=[C:6]([F:8])[CH:5]=[CH:4][C:3]=1[N+:9]([O-:11])=[O:10].[C:12]([O:16][C:17](=[O:27])[N:18]([C@H:20]1[CH2:25][CH2:24][C@H:23]([OH:26])[CH2:22][CH2:21]1)[CH3:19])([CH3:15])([CH3:14])[CH3:13], predict the reaction product. The product is: [C:12]([O:16][C:17](=[O:27])[N:18]([C@H:20]1[CH2:21][CH2:22][C@H:23]([O:26][C:2]2[CH:7]=[C:6]([F:8])[CH:5]=[CH:4][C:3]=2[N+:9]([O-:11])=[O:10])[CH2:24][CH2:25]1)[CH3:19])([CH3:15])([CH3:13])[CH3:14]. (4) Given the reactants [N:1]1[C:6]2[CH:7]=[CH:8][NH:9][C:5]=2[C:4]([NH:10][C:11]2[CH:12]=[C:13]([CH:17]=[CH:18][CH:19]=2)[C:14]([OH:16])=O)=[N:3][CH:2]=1.[CH2:20]([NH2:27])[C:21]1[CH:26]=[CH:25][CH:24]=[CH:23][CH:22]=1.Cl.CN(C)CCCN=C=NCC.ON1C2C=CC=CC=2N=N1, predict the reaction product. The product is: [CH2:20]([NH:27][C:14](=[O:16])[C:13]1[CH:17]=[CH:18][CH:19]=[C:11]([NH:10][C:4]2[C:5]3[NH:9][CH:8]=[CH:7][C:6]=3[N:1]=[CH:2][N:3]=2)[CH:12]=1)[C:21]1[CH:26]=[CH:25][CH:24]=[CH:23][CH:22]=1. (5) Given the reactants C1CCN2C(=NCCC2)CC1.[F:12][C:13]1[CH:14]=[C:15]([C:20]([N:22]2[CH2:35][C:34]([CH3:37])([CH3:36])[C:33]3[C:32]4[CH:31]=[CH:30][CH:29]=[CH:28][C:27]=4[NH:26][C:25]=3[CH:24]([C:38]([NH:40][CH2:41][CH2:42][C:43]([O:45][C:46]([CH3:49])([CH3:48])[CH3:47])=[O:44])=[O:39])[CH2:23]2)=[O:21])[CH:16]=[CH:17][C:18]=1[F:19].ClC(Cl)(Cl)Br, predict the reaction product. The product is: [F:12][C:13]1[CH:14]=[C:15]([C:20]([N:22]2[CH2:35][C:34]([CH3:36])([CH3:37])[C:33]3[C:32]4[CH:31]=[CH:30][CH:29]=[CH:28][C:27]=4[NH:26][C:25]=3[C:24]([C:38]([NH:40][CH2:41][CH2:42][C:43]([O:45][C:46]([CH3:49])([CH3:48])[CH3:47])=[O:44])=[O:39])=[CH:23]2)=[O:21])[CH:16]=[CH:17][C:18]=1[F:19]. (6) Given the reactants [OH:1][C:2]1[CH:3]=[C:4]([CH:31]=[CH:32][CH:33]=1)[O:5][CH:6]1[CH2:9][N:8]([C:10]([CH3:30])([CH3:29])[CH2:11][CH2:12][C:13]([C:23]2[CH:28]=[CH:27][CH:26]=[CH:25][CH:24]=2)([C:17]2[CH:22]=[CH:21][CH:20]=[CH:19][CH:18]=2)[C:14]([NH2:16])=[O:15])[CH2:7]1.[ClH:34], predict the reaction product. The product is: [ClH:34].[OH:1][C:2]1[CH:3]=[C:4]([CH:31]=[CH:32][CH:33]=1)[O:5][CH:6]1[CH2:7][N:8]([C:10]([CH3:29])([CH3:30])[CH2:11][CH2:12][C:13]([C:23]2[CH:24]=[CH:25][CH:26]=[CH:27][CH:28]=2)([C:17]2[CH:22]=[CH:21][CH:20]=[CH:19][CH:18]=2)[C:14]([NH2:16])=[O:15])[CH2:9]1. (7) Given the reactants [CH3:1][O:2][C:3]1[CH:4]=[C:5]([CH2:11][C:12]([OH:14])=O)[CH:6]=[C:7]([O:9][CH3:10])[CH:8]=1.C(N1[CH:26]=[CH:25]N=C1)(N1C=CN=C1)=O.C[NH:28][C:29]1[C:30]([C:35]2[CH:40]=[C:39]([N:41]3[CH2:46][CH2:45][O:44][CH2:43][CH2:42]3)[C:38]([CH3:47])=[CH:37][CH:36]=2)=[N:31][CH:32]=CC=1.[CH3:48]N(C)C=O, predict the reaction product. The product is: [CH3:10][O:9][C:7]1[CH:6]=[C:5]([CH2:11][C:12]([N:31]([CH3:32])[C:30]2[CH:29]=[N:28][C:39]([N:41]3[CH2:42][CH2:43][O:44][CH2:45][CH2:46]3)=[CH:40][C:35]=2[C:36]2[CH:37]=[CH:38][CH:47]=[CH:48][C:25]=2[CH3:26])=[O:14])[CH:4]=[C:3]([O:2][CH3:1])[CH:8]=1. (8) The product is: [CH:12]([N:9]1[C:10]2[CH:11]=[C:3]([C:1]3[NH:22][N:21]=[N:20][N:2]=3)[CH:4]=[C:5]([C:16]([O:18][CH3:19])=[O:17])[C:6]=2[C:7]([CH3:15])=[CH:8]1)([CH3:14])[CH3:13]. Given the reactants [C:1]([C:3]1[CH:4]=[C:5]([C:16]([O:18][CH3:19])=[O:17])[C:6]2[C:7]([CH3:15])=[CH:8][N:9]([CH:12]([CH3:14])[CH3:13])[C:10]=2[CH:11]=1)#[N:2].[N:20]([Si](C)(C)C)=[N+:21]=[N-:22].O.O.O.[F-].C([N+](CCCC)(CCCC)CCCC)CCC, predict the reaction product. (9) Given the reactants I[C:2]1[CH:7]=[C:6]([CH3:8])[CH:5]=[C:4]([I:9])[CH:3]=1.C(N(CC)CC)C.[CH:17]1([SH:22])[CH2:21][CH2:20][CH2:19][CH2:18]1.P([O-])([O-])([O-])=O, predict the reaction product. The product is: [CH:17]1([S:22][C:2]2[CH:7]=[C:6]([CH3:8])[CH:5]=[C:4]([I:9])[CH:3]=2)[CH2:21][CH2:20][CH2:19][CH2:18]1.